This data is from Reaction yield outcomes from USPTO patents with 853,638 reactions. The task is: Predict the reaction yield, written as a fraction of the theoretical maximum amount of product (1.0 means a 100% yield; for example, 0.34 means a 34% yield). (1) The catalyst is C1COCC1. The reactants are [F:1][C:2]1[CH:10]=[C:9]([C:11]2[N:16]=[C:15]3[N:17]([CH2:20][C:21]4[CH:22]=[C:23]5[C:28](=[CH:29][CH:30]=4)[N:27]=[CH:26][CH:25]=[CH:24]5)[N:18]=[N:19][C:14]3=[CH:13][CH:12]=2)[CH:8]=[CH:7][C:3]=1[C:4](N)=[O:5].CC(C[AlH]CC(C)C)C. The yield is 0.250. The product is [F:1][C:2]1[CH:10]=[C:9]([C:11]2[N:16]=[C:15]3[N:17]([CH2:20][C:21]4[CH:22]=[C:23]5[C:28](=[CH:29][CH:30]=4)[N:27]=[CH:26][CH:25]=[CH:24]5)[N:18]=[N:19][C:14]3=[CH:13][CH:12]=2)[CH:8]=[CH:7][C:3]=1[CH2:4][OH:5]. (2) The reactants are CCN=C=NCCCN(C)C.[F:12][C:13]1[CH:18]=[CH:17][C:16]([N:19]2[C:24](=[O:25])[C:23]([C:26]([OH:28])=O)=[CH:22][CH:21]=[N:20]2)=[CH:15][CH:14]=1.CCN(C(C)C)C(C)C.[CH3:38][O:39][C:40]1[CH:79]=[CH:78][C:43]([CH2:44][N:45]2[C:49]3=[N:50][CH:51]=[CH:52][C:53]([O:54][C:55]4[CH:60]=[CH:59][C:58]([NH2:61])=[CH:57][C:56]=4[F:62])=[C:48]3[C:47]([NH:63][C@H:64]3[CH2:69][CH2:68][N:67]([C:70]([O:72][C:73]([CH3:76])([CH3:75])[CH3:74])=[O:71])[CH2:66][C@H:65]3[F:77])=[N:46]2)=[CH:42][CH:41]=1.C1C=CC2N(O)N=NC=2C=1. The catalyst is C(Cl)Cl. The product is [CH3:38][O:39][C:40]1[CH:41]=[CH:42][C:43]([CH2:44][N:45]2[C:49]3=[N:50][CH:51]=[CH:52][C:53]([O:54][C:55]4[CH:60]=[CH:59][C:58]([NH:61][C:26]([C:23]5[C:24](=[O:25])[N:19]([C:16]6[CH:15]=[CH:14][C:13]([F:12])=[CH:18][CH:17]=6)[N:20]=[CH:21][CH:22]=5)=[O:28])=[CH:57][C:56]=4[F:62])=[C:48]3[C:47]([NH:63][C@H:64]3[CH2:69][CH2:68][N:67]([C:70]([O:72][C:73]([CH3:76])([CH3:74])[CH3:75])=[O:71])[CH2:66][C@H:65]3[F:77])=[N:46]2)=[CH:78][CH:79]=1. The yield is 0.390. (3) The reactants are Cl[C:2]1[C:7]([NH2:8])=[CH:6][CH:5]=[CH:4][N:3]=1.[N+:9]([C:12]1[CH:13]=[C:14]([CH:18]=[CH:19][CH:20]=1)[C:15](Cl)=[O:16])([O-:11])=[O:10].C(O)(=O)C. The catalyst is N1C=CC=CC=1.CCOC(C)=O. The product is [N+:9]([C:12]1[CH:13]=[C:14]([C:15]2[O:16][C:2]3[C:7]([N:8]=2)=[CH:6][CH:5]=[CH:4][N:3]=3)[CH:18]=[CH:19][CH:20]=1)([O-:11])=[O:10]. The yield is 0.350. (4) The reactants are [CH3:1][O:2][CH2:3][CH2:4][CH2:5][CH2:6][C:7]([C:9]1[O:10][C:11]2[CH:18]=[CH:17][C:16]([O:19][CH3:20])=[CH:15][C:12]=2[C:13]=1[CH3:14])=O.[NH2:21][C:22]1[CH:31]=[CH:30][C:25]([C:26]([O:28][CH3:29])=[O:27])=[CH:24][CH:23]=1.C(=O)([O-])O.[Na+].C([BH3-])#N.[Na+]. The catalyst is C(Cl)Cl.O1CCCC1.[Ti](Cl)(Cl)(Cl)Cl.C(O)(=O)C.C(N(CC)CC)C. The product is [CH3:1][O:2][CH2:3][CH2:4][CH2:5][CH2:6][CH:7]([NH:21][C:22]1[CH:23]=[CH:24][C:25]([C:26]([O:28][CH3:29])=[O:27])=[CH:30][CH:31]=1)[C:9]1[O:10][C:11]2[CH:18]=[CH:17][C:16]([O:19][CH3:20])=[CH:15][C:12]=2[C:13]=1[CH3:14]. The yield is 0.900.